This data is from Forward reaction prediction with 1.9M reactions from USPTO patents (1976-2016). The task is: Predict the product of the given reaction. (1) Given the reactants [CH3:1][CH2:2][CH2:3][CH2:4][CH2:5][CH2:6][CH2:7][CH2:8][CH2:9][CH2:10][CH2:11][CH2:12][CH2:13][CH2:14][CH2:15][CH2:16][CH2:17][C:18]([O:20]CC([O:20][C:18]([CH2:17][CH2:16][CH2:15][CH2:14][CH2:13][CH2:12][CH2:11][CH2:10][CH2:9][CH2:8][CH2:7][CH2:6][CH2:5][CH2:4][CH2:3][CH2:2][CH3:1])=[O:19])C[O:20][C:18]([CH2:17][CH2:16][CH2:15][CH2:14][CH2:13][CH2:12][CH2:11][CH2:10][CH2:9][CH2:8][CH2:7][CH2:6][CH2:5][CH2:4][CH2:3][CH2:2][CH3:1])=[O:19])=[O:19].II.C[O-].[Na+], predict the reaction product. The product is: [C:18]([OH:20])(=[O:19])[CH2:17][CH2:16][CH2:15][CH2:14][CH2:13][CH2:12][CH2:11][CH2:10][CH2:9][CH2:8][CH2:7][CH2:6][CH2:5][CH2:4][CH3:3].[C:18]([OH:20])(=[O:19])[CH2:17][CH2:16][CH2:15][CH2:14][CH2:13][CH2:12][CH2:11][CH2:10][CH2:9][CH2:8][CH2:7][CH2:6][CH2:5][CH2:4][CH2:3][CH2:2][CH3:1]. (2) Given the reactants Br[C:2]1[C:3]([NH:9][C:10]2[CH2:15][CH2:14][CH2:13][C:12](=[O:16])[CH:11]=2)=[N:4][CH:5]=[C:6]([Cl:8])[CH:7]=1.C(=O)([O-])[O-].[Cs+].[Cs+].C1(C)C=CC=CC=1.Cl, predict the reaction product. The product is: [Cl:8][C:6]1[CH:5]=[N:4][C:3]2[NH:9][C:10]3[CH2:15][CH2:14][CH2:13][C:12](=[O:16])[C:11]=3[C:2]=2[CH:7]=1. (3) Given the reactants COC([C:5]1[CH:6]=[C:7]2[C:11](=[CH:12][CH:13]=1)[N:10]([S:14]([C:17]1[CH:22]=[CH:21][CH:20]=[CH:19][CH:18]=1)(=[O:16])=[O:15])[CH:9]=[CH:8]2)=O.O.[Cl-].[NH4+:25], predict the reaction product. The product is: [C:17]1([S:14]([N:10]2[C:11]3[C:7](=[CH:6][C:5]([NH2:25])=[CH:13][CH:12]=3)[CH:8]=[CH:9]2)(=[O:16])=[O:15])[CH:22]=[CH:21][CH:20]=[CH:19][CH:18]=1. (4) Given the reactants [CH:1]1([CH2:6][OH:7])[CH2:5][CH2:4][CH2:3][CH2:2]1.N1C=CC=CC=1.[C:14]1([CH3:24])[CH:19]=[CH:18][C:17]([S:20](Cl)(=[O:22])=[O:21])=[CH:16][CH:15]=1, predict the reaction product. The product is: [C:14]1([CH3:24])[CH:19]=[CH:18][C:17]([S:20]([O:7][CH2:6][CH:1]2[CH2:5][CH2:4][CH2:3][CH2:2]2)(=[O:22])=[O:21])=[CH:16][CH:15]=1. (5) Given the reactants [CH2:1]([NH:3][C:4]1[C:13]([CH:14]=[O:15])=[CH:12][C:11]2[C:6](=[CH:7][CH:8]=[C:9]([O:16][CH3:17])[CH:10]=2)[N:5]=1)[CH3:2], predict the reaction product. The product is: [CH2:1]([NH:3][C:4]1[C:13]([CH2:14][OH:15])=[CH:12][C:11]2[C:6](=[CH:7][CH:8]=[C:9]([O:16][CH3:17])[CH:10]=2)[N:5]=1)[CH3:2]. (6) Given the reactants [Br:1][C:2]1[CH:14]=[CH:13][C:5]([NH:6][CH2:7][C:8]([O:10]CC)=O)=[CH:4][C:3]=1[F:15].[O-:16][C:17]#[N:18].[K+], predict the reaction product. The product is: [Br:1][C:2]1[CH:14]=[CH:13][C:5]([N:6]2[CH2:7][C:8](=[O:10])[NH:18][C:17]2=[O:16])=[CH:4][C:3]=1[F:15]. (7) Given the reactants [CH3:1][N:2]([S:11]([CH3:14])(=[O:13])=[O:12])[C:3]1[O:4][CH:5]=[C:6]([C:8]([OH:10])=O)[N:7]=1.[NH2:15][C@@H:16]([CH2:30][C:31]1[CH:36]=[C:35]([F:37])[CH:34]=[C:33]([F:38])[CH:32]=1)[C@H:17]([OH:29])[CH2:18][NH:19][CH2:20][C:21]1[CH:26]=[CH:25][CH:24]=[C:23]([CH2:27][CH3:28])[CH:22]=1.CN(C(ON1N=NC2C=CC=NC1=2)=[N+](C)C)C.F[P-](F)(F)(F)(F)F, predict the reaction product. The product is: [F:37][C:35]1[CH:36]=[C:31]([CH:32]=[C:33]([F:38])[CH:34]=1)[CH2:30][C@H:16]([NH:15][C:8]([C:6]1[N:7]=[C:3]([N:2]([CH3:1])[S:11]([CH3:14])(=[O:13])=[O:12])[O:4][CH:5]=1)=[O:10])[C@H:17]([OH:29])[CH2:18][NH:19][CH2:20][C:21]1[CH:26]=[CH:25][CH:24]=[C:23]([CH2:27][CH3:28])[CH:22]=1. (8) Given the reactants C1COC2C=CC([NH:11][C:12]3[C:17]([F:18])=[CH:16][N:15]=[C:14]([NH:19][C:20]4[CH:25]=[CH:24][CH:23]=[C:22](O)[CH:21]=4)[N:13]=3)=CC=2O1.ClC1N=C(NC2C=CC([CH2:41][OH:42])=CC=2)C(F)=CN=1.C1COC2C=CC(N)=CC=2O1, predict the reaction product. The product is: [F:18][C:17]1[C:12]([NH2:11])=[N:13][C:14]([NH:19][C:20]2[CH:21]=[CH:22][C:23]([CH2:41][OH:42])=[CH:24][CH:25]=2)=[N:15][CH:16]=1. (9) Given the reactants Cl[C:2]1[N:7]=[C:6]([O:8][C:9]2[C:18]3[C:13](=[CH:14][CH:15]=[CH:16][CH:17]=3)[C:12]([NH:19][C:20](=[O:26])[O:21][C:22]([CH3:25])([CH3:24])[CH3:23])=[CH:11][CH:10]=2)[CH:5]=[CH:4][N:3]=1.[CH3:27][O:28][CH2:29][CH2:30][O:31][CH2:32][CH2:33][O:34][CH2:35][CH2:36][O:37][CH2:38][CH2:39][O:40][CH2:41][CH2:42][O:43][CH2:44][CH2:45][O:46][CH2:47][CH2:48][O:49][C:50]1[CH:51]=[C:52]([CH:54]=[C:55]([O:57][CH3:58])[CH:56]=1)[NH2:53], predict the reaction product. The product is: [CH3:27][O:28][CH2:29][CH2:30][O:31][CH2:32][CH2:33][O:34][CH2:35][CH2:36][O:37][CH2:38][CH2:39][O:40][CH2:41][CH2:42][O:43][CH2:44][CH2:45][O:46][CH2:47][CH2:48][O:49][C:50]1[CH:51]=[C:52]([NH:53][C:2]2[N:7]=[C:6]([O:8][C:9]3[C:18]4[C:13](=[CH:14][CH:15]=[CH:16][CH:17]=4)[C:12]([NH:19][C:20](=[O:26])[O:21][C:22]([CH3:24])([CH3:23])[CH3:25])=[CH:11][CH:10]=3)[CH:5]=[CH:4][N:3]=2)[CH:54]=[C:55]([O:57][CH3:58])[CH:56]=1. (10) The product is: [NH2:27][C:26]1[S:25][C:7]2[C:2]([N:1]=1)=[CH:3][CH:4]=[C:5]([O:8][C:9]1[CH:10]=[C:11]([NH:15][C:16]([C:18]3[N:22]([CH3:23])[N:21]=[C:20]([CH3:24])[CH:19]=3)=[O:17])[CH:12]=[CH:13][CH:14]=1)[N:6]=2. Given the reactants [NH2:1][C:2]1[CH:3]=[CH:4][C:5]([O:8][C:9]2[CH:10]=[C:11]([NH:15][C:16]([C:18]3[N:22]([CH3:23])[N:21]=[C:20]([CH3:24])[CH:19]=3)=[O:17])[CH:12]=[CH:13][CH:14]=2)=[N:6][CH:7]=1.[S-:25][C:26]#[N:27].[K+].BrBr.O, predict the reaction product.